Predict the reaction yield, written as a fraction of the theoretical maximum amount of product (1.0 means a 100% yield; for example, 0.34 means a 34% yield). From a dataset of Reaction yield outcomes from USPTO patents with 853,638 reactions. (1) The catalyst is C1COCC1.C(O)C. The reactants are [CH2:1]([C:7]1([CH2:25][CH2:26][CH2:27][CH2:28][CH2:29][CH3:30])[C:19]2[CH:18]=[C:17]3[C:20](=[O:24])[CH:21]([CH3:23])[CH2:22][C:16]3=[CH:15][C:14]=2[C:13]2[C:8]1=[CH:9][CH:10]=[CH:11][CH:12]=2)[CH2:2][CH2:3][CH2:4][CH2:5][CH3:6].[BH4-].[Na+]. The product is [CH2:25]([C:7]1([CH2:1][CH2:2][CH2:3][CH2:4][CH2:5][CH3:6])[C:19]2[CH:18]=[C:17]3[CH:20]([OH:24])[CH:21]([CH3:23])[CH2:22][C:16]3=[CH:15][C:14]=2[C:13]2[C:8]1=[CH:9][CH:10]=[CH:11][CH:12]=2)[CH2:26][CH2:27][CH2:28][CH2:29][CH3:30]. The yield is 0.960. (2) The reactants are [N+:1]([C:4]1[CH:9]=[CH:8][C:7]([CH2:10][CH2:11][OH:12])=[CH:6][CH:5]=1)([O-:3])=[O:2].C1N2CCN(CC2)C1.[N+:21]([C:24]1[CH:29]=[CH:28][C:27]([S:30](Cl)(=[O:32])=[O:31])=[CH:26][CH:25]=1)([O-:23])=[O:22].O. The catalyst is C(Cl)Cl. The product is [N+:1]([C:4]1[CH:5]=[CH:6][C:7]([CH2:10][CH2:11][O:12][S:30]([C:27]2[CH:26]=[CH:25][C:24]([N+:21]([O-:23])=[O:22])=[CH:29][CH:28]=2)(=[O:31])=[O:32])=[CH:8][CH:9]=1)([O-:3])=[O:2]. The yield is 0.820. (3) The reactants are C(O)CCCC.C1(C)C=CC(S(O)(=O)=O)=CC=1.[NH2:18][C:19]1[CH:24]=[CH:23][C:22]([N:25]2[CH2:30][CH2:29][C@H:28]([NH2:31])[C@H:27]([F:32])[CH2:26]2)=[CH:21][C:20]=1[O:33][CH3:34].Cl[C:36]1[N:41]=[C:40]([C:42]2[C:50]3[C:45](=[CH:46][CH:47]=[CH:48][CH:49]=3)[NH:44][CH:43]=2)[C:39]([Cl:51])=[CH:38][N:37]=1. No catalyst specified. The product is [NH2:31][C@H:28]1[CH2:29][CH2:30][N:25]([C:22]2[CH:23]=[CH:24][C:19]([NH:18][C:36]3[N:41]=[C:40]([C:42]4[C:50]5[C:45](=[CH:46][CH:47]=[CH:48][CH:49]=5)[NH:44][CH:43]=4)[C:39]([Cl:51])=[CH:38][N:37]=3)=[C:20]([O:33][CH3:34])[CH:21]=2)[CH2:26][C@H:27]1[F:32]. The yield is 0.351.